Predict the reaction yield, written as a fraction of the theoretical maximum amount of product (1.0 means a 100% yield; for example, 0.34 means a 34% yield). From a dataset of Reaction yield outcomes from USPTO patents with 853,638 reactions. (1) The reactants are [OH-].[Na+].[F:3][C:4]1[CH:9]=[CH:8][C:7]([O:10][C:11]2[CH:12]=[C:13]([CH:18]=[C:19]([O:21][CH2:22][C:23]3[CH:28]=[CH:27][CH:26]=[CH:25][CH:24]=3)[CH:20]=2)[C:14]([O:16]C)=[O:15])=[CH:6][CH:5]=1. The catalyst is CO.C1COCC1. The product is [F:3][C:4]1[CH:9]=[CH:8][C:7]([O:10][C:11]2[CH:12]=[C:13]([CH:18]=[C:19]([O:21][CH2:22][C:23]3[CH:28]=[CH:27][CH:26]=[CH:25][CH:24]=3)[CH:20]=2)[C:14]([OH:16])=[O:15])=[CH:6][CH:5]=1. The yield is 0.890. (2) The reactants are [NH2:1][C:2]1[CH:7]=[C:6]([Cl:8])[CH:5]=[CH:4][C:3]=1[S:9]([NH2:12])(=[O:11])=[O:10].[F:13][CH:14]([F:28])[O:15][C:16]1[CH:21]=[CH:20][C:19](/[CH:22]=[CH:23]/[S:24](Cl)(=[O:26])=[O:25])=[CH:18][CH:17]=1.N1C=CC=CC=1. The catalyst is ClCCl. The product is [Cl:8][C:6]1[CH:5]=[CH:4][C:3]([S:9]([NH2:12])(=[O:11])=[O:10])=[C:2]([NH:1][S:24](/[CH:23]=[CH:22]/[C:19]2[CH:20]=[CH:21][C:16]([O:15][CH:14]([F:13])[F:28])=[CH:17][CH:18]=2)(=[O:26])=[O:25])[CH:7]=1. The yield is 1.00. (3) The reactants are [F:1][C:2]1[CH:7]=[CH:6][C:5]([O:8][C:9]2[CH:16]=[CH:15][C:14]([CH2:17]O)=[CH:13][C:10]=2[C:11]#[N:12])=[CH:4][C:3]=1[C:19]([F:22])([F:21])[F:20].S(Cl)([Cl:25])=O. The catalyst is C(Cl)Cl. The product is [Cl:25][CH2:17][C:14]1[CH:15]=[CH:16][C:9]([O:8][C:5]2[CH:6]=[CH:7][C:2]([F:1])=[C:3]([C:19]([F:22])([F:21])[F:20])[CH:4]=2)=[C:10]([CH:13]=1)[C:11]#[N:12]. The yield is 0.900. (4) The reactants are [Br:1][C:2]1[CH:3]=[C:4]([N:9]2C(=O)[O:12][N:11]=[C:10]2[C:15]2[C:16]([NH:20][CH2:21][CH2:22][CH2:23][NH:24][S:25]([NH2:28])(=[O:27])=[O:26])=[N:17][O:18][N:19]=2)[CH:5]=[CH:6][C:7]=1[F:8].[OH-].[Na+].C(O)(=O)C. The catalyst is CO. The product is [NH2:28][S:25]([NH:24][CH2:23][CH2:22][CH2:21][NH:20][C:16]1[C:15]([C:10](=[N:11][OH:12])[NH:9][C:4]2[CH:5]=[CH:6][C:7]([F:8])=[C:2]([Br:1])[CH:3]=2)=[N:19][O:18][N:17]=1)(=[O:26])=[O:27]. The yield is 0.420. (5) The reactants are C([Li])CCC.C(NC(C)C)(C)C.[Cl:13][C:14]1[C:19]([Cl:20])=[CH:18][C:17]([C:21]2[O:22][C:23]([CH2:26][CH3:27])=[CH:24][N:25]=2)=[CH:16][N:15]=1.[CH3:28][S:29](=O)(SC)=O. The catalyst is C1COCC1.[NH4+].[Cl-]. The product is [Cl:13][C:14]1[C:19]([Cl:20])=[C:18]([S:29][CH3:28])[C:17]([C:21]2[O:22][C:23]([CH2:26][CH3:27])=[CH:24][N:25]=2)=[CH:16][N:15]=1. The yield is 0.200. (6) The reactants are [NH:1]1[CH:5]=[C:4]([C:6]2[CH:7]=[N:8][CH:9]=[CH:10][CH:11]=2)[N:3]=[CH:2]1.[H-].[Na+].Br[CH2:15][C:16]1[C:17]([F:31])=[C:18]([C:24]2[CH:29]=[CH:28][CH:27]=[C:26]([Cl:30])[CH:25]=2)[C:19]([O:22][CH3:23])=[CH:20][CH:21]=1. The catalyst is C1COCC1. The product is [Cl:30][C:26]1[CH:25]=[C:24]([C:18]2[C:19]([O:22][CH3:23])=[CH:20][CH:21]=[C:16]([CH2:15][N:1]3[CH:5]=[C:4]([C:6]4[CH:7]=[N:8][CH:9]=[CH:10][CH:11]=4)[N:3]=[CH:2]3)[C:17]=2[F:31])[CH:29]=[CH:28][CH:27]=1. The yield is 0.390.